This data is from Catalyst prediction with 721,799 reactions and 888 catalyst types from USPTO. The task is: Predict which catalyst facilitates the given reaction. (1) Reactant: C(OC(=O)C)(=O)C.[N:8]1[C:13]([CH3:14])=[CH:12][CH:11]=[CH:10][C:9]=1[CH3:15].[CH:16]([C:18]1[CH:23]=[CH:22][C:21]([C:24]([O:26][CH3:27])=[O:25])=[CH:20][CH:19]=1)=O.[OH-].[Na+]. Product: [CH3:14][C:13]1[N:8]=[C:9](/[CH:15]=[CH:16]/[C:18]2[CH:19]=[CH:20][C:21]([C:24]([O:26][CH3:27])=[O:25])=[CH:22][CH:23]=2)[CH:10]=[CH:11][CH:12]=1. The catalyst class is: 6. (2) Reactant: [Cl-].O[NH3+:3].[C:4](=[O:7])([O-])[OH:5].[Na+].CS(C)=O.[OH:13][CH2:14][C:15]([CH3:50])([CH3:49])[O:16][C:17]1[CH:22]=[CH:21][C:20]([N:23]2[C:28](=[O:29])[C:27]([CH2:30][C:31]3[CH:36]=[CH:35][C:34]([C:37]4[C:38]([C:43]#[N:44])=[CH:39][CH:40]=[CH:41][CH:42]=4)=[CH:33][CH:32]=3)=[C:26]([CH2:45][CH2:46][CH3:47])[N:25]=[C:24]2[CH3:48])=[CH:19][CH:18]=1. Product: [OH:13][CH2:14][C:15]([CH3:49])([CH3:50])[O:16][C:17]1[CH:22]=[CH:21][C:20]([N:23]2[C:28](=[O:29])[C:27]([CH2:30][C:31]3[CH:36]=[CH:35][C:34]([C:37]4[CH:42]=[CH:41][CH:40]=[CH:39][C:38]=4[C:43]4[NH:3][C:4](=[O:7])[O:5][N:44]=4)=[CH:33][CH:32]=3)=[C:26]([CH2:45][CH2:46][CH3:47])[N:25]=[C:24]2[CH3:48])=[CH:19][CH:18]=1. The catalyst class is: 69. (3) Reactant: Cl.[Cl:2][C:3]1[CH:4]=[C:5]2[C:9](=[CH:10][CH:11]=1)[NH:8][CH:7]=[C:6]2[CH2:12][CH2:13][NH2:14].[CH3:15][C:16]1[C:20]([C:21](Cl)=[O:22])=[C:19]([C:24]2[CH:29]=[CH:28][CH:27]=[CH:26][CH:25]=2)[O:18][N:17]=1.C(N(CC)CC)C.C(OCC)(=O)C. Product: [Cl:2][C:3]1[CH:4]=[C:5]2[C:9](=[CH:10][CH:11]=1)[NH:8][CH:7]=[C:6]2[CH2:12][CH2:13][NH:14][C:21]([C:20]1[C:16]([CH3:15])=[N:17][O:18][C:19]=1[C:24]1[CH:25]=[CH:26][CH:27]=[CH:28][CH:29]=1)=[O:22]. The catalyst class is: 4. (4) Reactant: [OH:1][C:2]1[C:6]([CH2:7][C:8]([O:10][CH3:11])=[O:9])=[CH:5][N:4]([CH3:12])[N:3]=1.Cl[CH2:14][C:15]1[CH:16]=[CH:17][C:18]([O:21][CH2:22][C:23]2[N:24]=[C:25]([C:29]3[O:30][CH:31]=[CH:32][CH:33]=3)[O:26][C:27]=2[CH3:28])=[N:19][CH:20]=1.C(=O)([O-])[O-].[K+].[K+].CN(C)C=O. Product: [O:30]1[CH:31]=[CH:32][CH:33]=[C:29]1[C:25]1[O:26][C:27]([CH3:28])=[C:23]([CH2:22][O:21][C:18]2[N:19]=[CH:20][C:15]([CH2:14][O:1][C:2]3[C:6]([CH2:7][C:8]([O:10][CH3:11])=[O:9])=[CH:5][N:4]([CH3:12])[N:3]=3)=[CH:16][CH:17]=2)[N:24]=1. The catalyst class is: 6. (5) Reactant: [N:1]([C:4]([C:7]1[CH:12]=[CH:11][C:10]([N:13]2[C:17]3[N:18]=[C:19]([NH:22][C:23]4[CH:24]=[N:25][N:26]([CH2:28][CH3:29])[CH:27]=4)[N:20]=[CH:21][C:16]=3[N:15]=[N:14]2)=[CH:9][CH:8]=1)([CH3:6])[CH3:5])=[N+]=[N-].[C:30]([OH:33])(=[O:32])C. Product: [NH2:1][C:4]([C:7]1[CH:8]=[CH:9][C:10]([N:13]2[C:17]3[N:18]=[C:19]([NH:22][C:23]4[CH:24]=[N:25][N:26]([CH2:28][CH3:29])[CH:27]=4)[N:20]=[CH:21][C:16]=3[N:15]=[N:14]2)=[CH:11][CH:12]=1)([CH3:6])[CH3:5].[CH:30]([O-:33])=[O:32]. The catalyst class is: 324. (6) Reactant: Br[C:2]1[N:7]=[CH:6][C:5]2[C:8]([C:15]([NH:17][CH:18]3[CH2:23][CH2:22][O:21][CH2:20][CH2:19]3)=[O:16])=[C:9]([CH3:14])[N:10]([CH:11]([CH3:13])[CH3:12])[C:4]=2[CH:3]=1.[CH:24]1([S:27]([N:30]2[CH:34]=[C:33]([C:35]3[N:40]=[C:39]([NH2:41])[CH:38]=[CH:37][N:36]=3)[CH:32]=[N:31]2)(=[O:29])=[O:28])[CH2:26][CH2:25]1.C(=O)([O-])[O-].[Cs+].[Cs+].C1(P(C2CCCCC2)C2C=CC=CC=2C2C(C(C)C)=CC(C(C)C)=CC=2C(C)C)CCCCC1. Product: [CH:24]1([S:27]([N:30]2[CH:34]=[C:33]([C:35]3[N:40]=[C:39]([NH:41][C:2]4[N:7]=[CH:6][C:5]5[C:8]([C:15]([NH:17][CH:18]6[CH2:23][CH2:22][O:21][CH2:20][CH2:19]6)=[O:16])=[C:9]([CH3:14])[N:10]([CH:11]([CH3:13])[CH3:12])[C:4]=5[CH:3]=4)[CH:38]=[CH:37][N:36]=3)[CH:32]=[N:31]2)(=[O:28])=[O:29])[CH2:26][CH2:25]1. The catalyst class is: 102. (7) Reactant: CO[C:3]([C:5]1[CH:10]=[CH:9][N:8]2[CH:11]=[N:12][CH:13]=[C:7]2[C:6]=1[NH:14][C:15]1[CH:20]=[CH:19][C:18]([I:21])=[CH:17][C:16]=1[F:22])=[O:4].[OH-].[Na+].[CH:25]([O:27][CH2:28][CH2:29][O:30][NH2:31])=[CH2:26].CCN=C=NCCCN(C)C.C1C=CC2N(O)N=NC=2C=1. Product: [CH:25]([O:27][CH2:28][CH2:29][O:30][NH:31][C:3]([C:5]1[CH:10]=[CH:9][N:8]2[CH:11]=[N:12][CH:13]=[C:7]2[C:6]=1[NH:14][C:15]1[CH:20]=[CH:19][C:18]([I:21])=[CH:17][C:16]=1[F:22])=[O:4])=[CH2:26]. The catalyst class is: 13.